Dataset: Antibody developability classification from SAbDab with 2,409 antibodies. Task: Regression/Classification. Given an antibody's heavy chain and light chain sequences, predict its developability. TAP uses regression for 5 developability metrics; SAbDab uses binary classification. (1) The antibody is ['QVQLVQSGAEVKKPGASVKVSCKASGYTFTGYYMHWVRQAPGQGLEWMGWINPNSGGTNYAQKFQGRVTMTRDTSISTAYMELSRLRSDDTAVYYCARDGWYSSGWYFDSWGQGTLVTVSS', 'EIVLTQSPATLSLSPGERATLSCRASQSVSSYLAWYQQKPGQAPRLLIYDASNRATGIPARFSGSGSGTDFTLTISSLEPEDFAVYYCQQYEFFGQGTKLEIK']. Result: 0 (not developable). (2) The antibody is ['EVQLVESGGGLLQPGRSLKLSCVASGFTFNNYWMSWIRQAPGKGLEWIASISNIGGTIYYPDSVKGRFTISRDSAQNTLYLQMNSLRSEDTATYYCTRDLRMSDYFDYWGQGTMVTVSS', 'QFVLSQPNSVSTNLGSTVKLLCKRSTGNIGSNYVSWYQHHEGRSPTTMIYRDDQRPDGVPDRFSGSIDRSSNSALLTIDNVQTEDEAAYFCHSYSTGMYIFGGGTKLTVL']. Result: 0 (not developable). (3) The antibody is ['EVQLRESGPSLVQPSQTLSLTCTASGFSLSDKAVGWVRQAPGKALEWLGSIDTGGSTGYNPGLKSRLSITKDNSKSQVSLSVSSVTTEDSATYYCTTVHQETRKTCSDGYIAVDSCGRGQSDGCVNDCNSCYYGWRNCRRQPAIHSYEFHVDAWGRGLLVTVSS', 'EAVLNQPSSVSGSLGQRVSITCSGSSSNVGNGYVSWYQLIPGSAPRTLIYGDTSRASGVPDRFSGSRSGNTATLTISSLQAEDEADYFCASAEDSSSNAVFGSGTTLTVL']. Result: 1 (developable). (4) The antibody is ['QVQLVESGGGLVQPGGSLRLSCAASGFTVSSNYMSWVRQAPGKGLEWVSVIYSGGSTYYADSVKGRFTISRDNSKNTLYLQMNSLRAEDTAVYYCAREGRGDSIDYWGKGTLVTVSS', 'QSVLTQPPSVSGAPGQRVSISCTGRSSNIGAGYDVHWYQQLPGKAPKLLIYGNTNRPSGVPVRFSGSMSGTSASLAITGLQAEDEADYYCQSYDSSLSGSVFGGGTKLTVL']. Result: 0 (not developable).